This data is from NCI-60 drug combinations with 297,098 pairs across 59 cell lines. The task is: Regression. Given two drug SMILES strings and cell line genomic features, predict the synergy score measuring deviation from expected non-interaction effect. (1) Drug 1: CC1=C2C(C(=O)C3(C(CC4C(C3C(C(C2(C)C)(CC1OC(=O)C(C(C5=CC=CC=C5)NC(=O)C6=CC=CC=C6)O)O)OC(=O)C7=CC=CC=C7)(CO4)OC(=O)C)O)C)OC(=O)C. Drug 2: C(CN)CNCCSP(=O)(O)O. Cell line: HCT116. Synergy scores: CSS=33.3, Synergy_ZIP=-4.00, Synergy_Bliss=-9.71, Synergy_Loewe=-53.5, Synergy_HSA=-8.94. (2) Drug 1: C1CC(=O)NC(=O)C1N2CC3=C(C2=O)C=CC=C3N. Drug 2: C1C(C(OC1N2C=NC3=C(N=C(N=C32)Cl)N)CO)O. Cell line: ACHN. Synergy scores: CSS=4.26, Synergy_ZIP=-5.08, Synergy_Bliss=0.442, Synergy_Loewe=-4.91, Synergy_HSA=1.97. (3) Drug 1: CCC(=C(C1=CC=CC=C1)C2=CC=C(C=C2)OCCN(C)C)C3=CC=CC=C3.C(C(=O)O)C(CC(=O)O)(C(=O)O)O. Drug 2: CC=C1C(=O)NC(C(=O)OC2CC(=O)NC(C(=O)NC(CSSCCC=C2)C(=O)N1)C(C)C)C(C)C. Cell line: PC-3. Synergy scores: CSS=7.82, Synergy_ZIP=-0.374, Synergy_Bliss=-1.24, Synergy_Loewe=-24.9, Synergy_HSA=-2.44.